From a dataset of Peptide-MHC class I binding affinity with 185,985 pairs from IEDB/IMGT. Regression. Given a peptide amino acid sequence and an MHC pseudo amino acid sequence, predict their binding affinity value. This is MHC class I binding data. (1) The peptide sequence is KSLFNTVAVLY. The MHC is HLA-A26:02 with pseudo-sequence HLA-A26:02. The binding affinity (normalized) is 0.296. (2) The peptide sequence is NISLPLYTV. The MHC is HLA-A02:11 with pseudo-sequence HLA-A02:11. The binding affinity (normalized) is 0.851. (3) The peptide sequence is RVFNNYMPY. The binding affinity (normalized) is 0.108. The MHC is HLA-A02:06 with pseudo-sequence HLA-A02:06. (4) The peptide sequence is CEALLADGL. The MHC is HLA-A69:01 with pseudo-sequence HLA-A69:01. The binding affinity (normalized) is 0.0847. (5) The peptide sequence is KQWGWFALL. The MHC is HLA-B08:02 with pseudo-sequence HLA-B08:02. The binding affinity (normalized) is 0.0847.